From a dataset of Reaction yield outcomes from USPTO patents with 853,638 reactions. Predict the reaction yield, written as a fraction of the theoretical maximum amount of product (1.0 means a 100% yield; for example, 0.34 means a 34% yield). (1) The reactants are [CH3:1][C:2]1[C:3]([CH2:8][N:9]([CH2:16][C:17]2[C:22]([CH3:23])=[CH:21][CH:20]=[CH:19][N:18]=2)[CH:10]2[CH2:15][CH2:14][NH:13][CH2:12][CH2:11]2)=[N:4][CH:5]=[CH:6][CH:7]=1.[CH3:24][C:25](OC(C)=O)=[O:26].CCN(CC)CC. The catalyst is CC#N. The product is [CH3:1][C:2]1[C:3]([CH2:8][N:9]([CH2:16][C:17]2[C:22]([CH3:23])=[CH:21][CH:20]=[CH:19][N:18]=2)[CH:10]2[CH2:15][CH2:14][N:13]([C:25](=[O:26])[CH3:24])[CH2:12][CH2:11]2)=[N:4][CH:5]=[CH:6][CH:7]=1. The yield is 0.530. (2) The reactants are [H-].[Na+].[CH2:3]([C@@:6]1([C:28]2[CH:33]=[CH:32][C:31]([F:34])=[CH:30][CH:29]=2)[O:11][C:10](=[O:12])[N:9]([C@H:13]([C:15]2[CH:20]=[CH:19][C:18]([C:21]3[CH:26]=[CH:25][C:24](=[O:27])[NH:23][CH:22]=3)=[CH:17][CH:16]=2)[CH3:14])[CH2:8][CH2:7]1)[CH:4]=[CH2:5].[CH3:35]I. The catalyst is C1COCC1. The product is [CH2:3]([C@@:6]1([C:28]2[CH:33]=[CH:32][C:31]([F:34])=[CH:30][CH:29]=2)[O:11][C:10](=[O:12])[N:9]([C@H:13]([C:15]2[CH:16]=[CH:17][C:18]([C:21]3[CH:26]=[CH:25][C:24](=[O:27])[N:23]([CH3:35])[CH:22]=3)=[CH:19][CH:20]=2)[CH3:14])[CH2:8][CH2:7]1)[CH:4]=[CH2:5]. The yield is 0.690. (3) The reactants are CC(C)([O-])C.[K+].[C:7]1([OH:13])[CH:12]=[CH:11][CH:10]=[CH:9][CH:8]=1.[CH2:14]([O:16][C:17](=[O:22])[CH:18]=[C:19](Cl)[CH3:20])[CH3:15]. The catalyst is O1CCCC1. The product is [CH2:14]([O:16][C:17](=[O:22])/[CH:18]=[C:19](/[O:13][C:7]1[CH:12]=[CH:11][CH:10]=[CH:9][CH:8]=1)\[CH3:20])[CH3:15]. The yield is 0.890. (4) No catalyst specified. The yield is 0.305. The product is [Cl:1][C:2]1[N:3]=[C:4]([NH:22][CH3:21])[C:5]2[CH2:11][O:10][CH2:9][CH:8]([C:12]3[CH:17]=[CH:16][C:15]([Cl:18])=[CH:14][CH:13]=3)[C:6]=2[N:7]=1. The reactants are [Cl:1][C:2]1[N:3]=[C:4](Cl)[C:5]2[CH2:11][O:10][CH2:9][CH:8]([C:12]3[CH:17]=[CH:16][C:15]([Cl:18])=[CH:14][CH:13]=3)[C:6]=2[N:7]=1.Cl.[CH3:21][NH2:22]. (5) The catalyst is CO. The reactants are C(O[C:4]1[C:7](=[O:8])[C:6](=[O:9])[C:5]=1[NH:10][C:11]1[C:12]([OH:22])=[C:13]([CH:19]=[CH:20][CH:21]=1)[C:14]([N:16]([CH3:18])[CH3:17])=[O:15])C.[CH3:23][C:24]1[O:28][C:27]([CH:29]([NH2:35])[CH:30]2[CH2:34][CH2:33][CH2:32][S:31]2)=[CH:26][CH:25]=1. The yield is 0.770. The product is [OH:22][C:12]1[C:11]([NH:10][C:5]2[C:6](=[O:9])[C:7](=[O:8])[C:4]=2[NH:35][CH:29]([C:27]2[O:28][C:24]([CH3:23])=[CH:25][CH:26]=2)[CH:30]2[CH2:34][CH2:33][CH2:32][S:31]2)=[CH:21][CH:20]=[CH:19][C:13]=1[C:14]([N:16]([CH3:17])[CH3:18])=[O:15].